From a dataset of Full USPTO retrosynthesis dataset with 1.9M reactions from patents (1976-2016). Predict the reactants needed to synthesize the given product. (1) Given the product [C:17]1([S:14]([N:6]2[C:7]3[C:12](=[CH:11][C:10]([Cl:13])=[CH:9][CH:8]=3)[C:4]([C:1](=[O:3])[CH:2]=[C:30]([C:29]3[CH:33]=[CH:34][CH:35]=[C:27]([C:25]([OH:26])=[O:24])[CH:28]=3)[OH:31])=[CH:5]2)(=[O:16])=[O:15])[CH:22]=[CH:21][CH:20]=[CH:19][CH:18]=1, predict the reactants needed to synthesize it. The reactants are: [C:1]([C:4]1[C:12]2[C:7](=[CH:8][CH:9]=[C:10]([Cl:13])[CH:11]=2)[N:6]([S:14]([C:17]2[CH:22]=[CH:21][CH:20]=[CH:19][CH:18]=2)(=[O:16])=[O:15])[CH:5]=1)(=[O:3])[CH3:2].C[O:24][C:25]([C:27]1[CH:28]=[C:29]([CH:33]=[CH:34][CH:35]=1)[C:30](Cl)=[O:31])=[O:26].Cl. (2) Given the product [C:1]([C:3]1[CH:4]=[C:5]([NH:9][C:10]2[C:19]3[C:14](=[CH:15][C:16]([O:21][CH3:22])=[C:17]([O:20][CH2:28][CH2:29][O:30][CH3:31])[CH:18]=3)[N:13]=[CH:12][N:11]=2)[CH:6]=[CH:7][CH:8]=1)#[CH:2], predict the reactants needed to synthesize it. The reactants are: [C:1]([C:3]1[CH:4]=[C:5]([NH:9][C:10]2[C:19]3[C:14](=[CH:15][C:16]([O:21][CH3:22])=[C:17]([OH:20])[CH:18]=3)[N:13]=[CH:12][N:11]=2)[CH:6]=[CH:7][CH:8]=1)#[CH:2].CS(O[CH2:28][CH2:29][O:30][CH3:31])(=O)=O.C(=O)([O-])[O-].[Cs+].[Cs+].O. (3) The reactants are: [F:1][C:2]1[CH:7]=[CH:6][C:5]([CH:8](O)[CH2:9][C:10]2[N:11](C(OC(C)(C)C)=O)[C@H:12]([C:21]3[CH:26]=[CH:25][CH:24]=[CH:23][CH:22]=3)[C@H:13]([C:15]3[CH:20]=[CH:19][CH:18]=[CH:17][CH:16]=3)[N:14]=2)=[CH:4][CH:3]=1.C(O)(C(F)(F)F)=O. Given the product [F:1][C:2]1[CH:3]=[CH:4][C:5](/[CH:8]=[CH:9]/[C:10]2[NH:14][C@H:13]([C:15]3[CH:16]=[CH:17][CH:18]=[CH:19][CH:20]=3)[C@H:12]([C:21]3[CH:26]=[CH:25][CH:24]=[CH:23][CH:22]=3)[N:11]=2)=[CH:6][CH:7]=1, predict the reactants needed to synthesize it. (4) Given the product [C:31]([O:35][C:36]([N:38]1[CH2:43][CH2:42][CH:41]2[C:44]3[CH:50]=[CH:49][C:48]([S:51]([C:54]4[CH:59]=[C:58]([O:60][CH:61]([CH3:62])[CH3:63])[CH:57]=[C:56]([OH:64])[CH:55]=4)(=[O:53])=[O:52])=[CH:47][C:45]=3[O:46][CH:40]2[CH2:39]1)=[O:37])([CH3:34])([CH3:33])[CH3:32], predict the reactants needed to synthesize it. The reactants are: C(OC(N1CCC2C3C=CC(S(C4C=CC=C(O)C=4)(=O)=O)=CC=3OC2C1)=O)(C)(C)C.[C:31]([O:35][C:36]([N:38]1[CH2:43][CH2:42][CH:41]2[C:44]3[CH:50]=[CH:49][C:48]([S:51]([C:54]4[CH:59]=[C:58]([O:60][CH:61]([CH3:63])[CH3:62])[CH:57]=[C:56]([O:64]CC5C=CC=CC=5)[CH:55]=4)(=[O:53])=[O:52])=[CH:47][C:45]=3[O:46][CH:40]2[CH2:39]1)=[O:37])([CH3:34])([CH3:33])[CH3:32]. (5) Given the product [CH3:1][O:2][C:3]1[CH:33]=[CH:32][C:31]([O:34][CH3:35])=[CH:30][C:4]=1[CH2:5][CH:6]1[C:15]2[C:10](=[CH:11][C:12]([O:18][CH3:19])=[C:13]([O:16][CH3:17])[CH:14]=2)[CH2:9][CH2:8][N:7]1[CH:20]([C:24]1[CH:29]=[CH:28][CH:27]=[CH:26][CH:25]=1)[C:21]([NH2:37])=[O:23], predict the reactants needed to synthesize it. The reactants are: [CH3:1][O:2][C:3]1[CH:33]=[CH:32][C:31]([O:34][CH3:35])=[CH:30][C:4]=1[CH2:5][CH:6]1[C:15]2[C:10](=[CH:11][C:12]([O:18][CH3:19])=[C:13]([O:16][CH3:17])[CH:14]=2)[CH2:9][CH2:8][N:7]1[CH:20]([C:24]1[CH:29]=[CH:28][CH:27]=[CH:26][CH:25]=1)[C:21]([OH:23])=O.[Br-].[NH4+:37]. (6) Given the product [Cl:1][C:2]1[C:10]2[C:5](=[CH:6][CH:7]=[CH:8][CH:9]=2)[N:4]([C:11]2[CH:33]=[CH:32][C:14]([CH2:15][NH:16][C:17]([C:19]3([NH:22][C:23]([C:25]4[O:29][N:28]=[C:27]([CH2:41][CH2:40][CH3:43])[CH:26]=4)=[O:24])[CH2:21][CH2:20]3)=[O:18])=[CH:13][CH:12]=2)[C:3]=1[C:34]1[N:38]=[C:37]([CH3:39])[O:36][N:35]=1, predict the reactants needed to synthesize it. The reactants are: [Cl:1][C:2]1[C:10]2[C:5](=[CH:6][CH:7]=[CH:8][CH:9]=2)[N:4]([C:11]2[CH:33]=[CH:32][C:14]([CH2:15][NH:16][C:17]([C:19]3([NH:22][C:23]([C:25]4[O:29][N:28]=[C:27](OC)[CH:26]=4)=[O:24])[CH2:21][CH2:20]3)=[O:18])=[CH:13][CH:12]=2)[C:3]=1[C:34]1[N:38]=[C:37]([CH3:39])[O:36][N:35]=1.[CH2:40]([C:43]1C=C(C(O)=O)ON=1)[CH2:41]C.C(N(CC)CC)C.CN(C(ON1N=NC2C=CC=CC1=2)=[N+](C)C)C.F[P-](F)(F)(F)(F)F. (7) Given the product [Cl:1][C:2]1[CH:3]=[C:4]([C:15]([OH:17])=[O:16])[C:5]2[C:10]([CH3:11])=[N:9][N:8]([CH:12]3[CH2:13][CH2:14]3)[C:6]=2[N:7]=1, predict the reactants needed to synthesize it. The reactants are: [Cl:1][C:2]1[CH:3]=[C:4]([C:15]([O:17]C)=[O:16])[C:5]2[C:10]([CH3:11])=[N:9][N:8]([CH:12]3[CH2:14][CH2:13]3)[C:6]=2[N:7]=1.[OH-].[Na+].